The task is: Regression. Given a peptide amino acid sequence and an MHC pseudo amino acid sequence, predict their binding affinity value. This is MHC class II binding data.. This data is from Peptide-MHC class II binding affinity with 134,281 pairs from IEDB. (1) The peptide sequence is VLERYLLEAKEAENI. The MHC is DRB1_0802 with pseudo-sequence DRB1_0802. The binding affinity (normalized) is 0.256. (2) The peptide sequence is ATTEEQKLIEDVNAS. The MHC is DRB1_1302 with pseudo-sequence DRB1_1302. The binding affinity (normalized) is 0.179. (3) The peptide sequence is DGYFLKIKVTAASPM. The MHC is HLA-DPA10301-DPB10402 with pseudo-sequence HLA-DPA10301-DPB10402. The binding affinity (normalized) is 0.406. (4) The peptide sequence is KIERWFVRNPFFAVT. The MHC is DRB1_1301 with pseudo-sequence DRB1_1301. The binding affinity (normalized) is 0.778. (5) The peptide sequence is QAVELTARLNSLGEA. The MHC is HLA-DQA10501-DQB10201 with pseudo-sequence HLA-DQA10501-DQB10201. The binding affinity (normalized) is 0.318. (6) The peptide sequence is PCRAGFETNVSHNVQ. The MHC is HLA-DQA10501-DQB10301 with pseudo-sequence HLA-DQA10501-DQB10301. The binding affinity (normalized) is 0.463.